This data is from Full USPTO retrosynthesis dataset with 1.9M reactions from patents (1976-2016). The task is: Predict the reactants needed to synthesize the given product. The reactants are: [CH3:1][C@@H:2]1[CH2:6][C:5]2[C:7]([CH:32]3[CH2:37][CH2:36][NH:35][CH2:34][CH2:33]3)=[C:8]([CH3:31])[CH:9]=[C:10]([NH:11][C:12]3[N:17]=[C:16]([NH:18][C:19]4[CH:24]=[CH:23][CH:22]=[CH:21][C:20]=4[S:25]([CH:28]([CH3:30])[CH3:29])(=[O:27])=[O:26])[N:15]=[CH:14][N:13]=3)[C:4]=2[O:3]1.CCN(CC)CC.[C:45](Cl)(=[O:47])[CH3:46]. Given the product [CH:28]([S:25]([C:20]1[CH:21]=[CH:22][CH:23]=[CH:24][C:19]=1[NH:18][C:16]1[N:15]=[CH:14][N:13]=[C:12]([NH:11][C:10]2[C:4]3[O:3][C@H:2]([CH3:1])[CH2:6][C:5]=3[C:7]([CH:32]3[CH2:33][CH2:34][N:35]([C:45](=[O:47])[CH3:46])[CH2:36][CH2:37]3)=[C:8]([CH3:31])[CH:9]=2)[N:17]=1)(=[O:27])=[O:26])([CH3:29])[CH3:30], predict the reactants needed to synthesize it.